From a dataset of Full USPTO retrosynthesis dataset with 1.9M reactions from patents (1976-2016). Predict the reactants needed to synthesize the given product. (1) Given the product [F:11][C:12]1[CH:17]=[CH:16][C:15]([C:18](=[O:34])[CH:19]([C:20]2[CH:21]=[CH:22][C:23](=[O:33])[N:24]([C:26]3[CH:31]=[CH:30][CH:29]=[CH:28][C:27]=3[CH3:32])[N:25]=2)[C:37]([O:39][CH2:40][CH3:41])=[O:38])=[CH:14][CH:13]=1, predict the reactants needed to synthesize it. The reactants are: C[Si](C)(C)[N-][Si](C)(C)C.[Li+].[F:11][C:12]1[CH:17]=[CH:16][C:15]([C:18](=[O:34])[CH2:19][C:20]2[CH:21]=[CH:22][C:23](=[O:33])[N:24]([C:26]3[CH:31]=[CH:30][CH:29]=[CH:28][C:27]=3[CH3:32])[N:25]=2)=[CH:14][CH:13]=1.C([C:37]([O:39][CH2:40][CH3:41])=[O:38])#N. (2) Given the product [F:1][C:2]([F:48])([F:47])[C:3]1[CH:4]=[C:5]([C@H:13]2[O:17][C:16](=[O:18])[N:15]([CH2:19][C:20]3[C:25]([C:26]4[CH:27]=[CH:28][C:29]([F:43])=[C:30]([C:32]5[CH:37]=[CH:36][C:35]([C:38]([OH:40])=[O:39])=[CH:34][C:33]=5[CH3:42])[CH:31]=4)=[CH:24][N:23]=[C:22]([S:44]([CH3:45])(=[O:51])=[O:50])[N:21]=3)[C@H:14]2[CH3:46])[CH:6]=[C:7]([C:9]([F:12])([F:11])[F:10])[CH:8]=1, predict the reactants needed to synthesize it. The reactants are: [F:1][C:2]([F:48])([F:47])[C:3]1[CH:4]=[C:5]([C@H:13]2[O:17][C:16](=[O:18])[N:15]([CH2:19][C:20]3[C:25]([C:26]4[CH:27]=[CH:28][C:29]([F:43])=[C:30]([C:32]5[CH:37]=[CH:36][C:35]([C:38]([O:40]C)=[O:39])=[CH:34][C:33]=5[CH3:42])[CH:31]=4)=[CH:24][N:23]=[C:22]([S:44][CH3:45])[N:21]=3)[C@H:14]2[CH3:46])[CH:6]=[C:7]([C:9]([F:12])([F:11])[F:10])[CH:8]=1.[Li+].[OH-:50].[OH2:51].C1C=C(Cl)C=C(C(OO)=O)C=1. (3) Given the product [C:26]([O:25][CH:15]([C:13]1[CH:12]=[CH:11][N:10]=[C:9]([O:8][CH2:1][C:2]2[CH:7]=[CH:6][CH:5]=[CH:4][CH:3]=2)[CH:14]=1)[C:16]1([C:21]([O:23][CH3:24])=[O:22])[CH2:20][CH2:19][CH2:18][O:17]1)(=[O:28])[CH3:27], predict the reactants needed to synthesize it. The reactants are: [CH2:1]([O:8][C:9]1[CH:14]=[C:13]([CH:15]([OH:25])[C:16]2([C:21]([O:23][CH3:24])=[O:22])[CH2:20][CH2:19][CH2:18][O:17]2)[CH:12]=[CH:11][N:10]=1)[C:2]1[CH:7]=[CH:6][CH:5]=[CH:4][CH:3]=1.[C:26](OC(=O)C)(=[O:28])[CH3:27].N1C=CC=CC=1.Cl. (4) Given the product [CH2:1]([N:8]1[CH2:13][CH2:12][N:11]([C:14]2[CH:19]=[CH:18][C:17]([NH:20][C:37]([C:31]3[C:30]([C:27]4[CH:26]=[CH:25][C:24]([CH:21]([CH3:23])[CH3:22])=[CH:29][CH:28]=4)=[C:35]([CH3:36])[CH:34]=[CH:33][CH:32]=3)=[O:38])=[CH:16][N:15]=2)[CH2:10][CH2:9]1)[C:2]1[CH:7]=[CH:6][CH:5]=[CH:4][CH:3]=1, predict the reactants needed to synthesize it. The reactants are: [CH2:1]([N:8]1[CH2:13][CH2:12][N:11]([C:14]2[CH:19]=[CH:18][C:17]([NH2:20])=[CH:16][N:15]=2)[CH2:10][CH2:9]1)[C:2]1[CH:7]=[CH:6][CH:5]=[CH:4][CH:3]=1.[CH:21]([C:24]1[CH:29]=[CH:28][C:27]([C:30]2[C:31]([C:37](O)=[O:38])=[CH:32][CH:33]=[CH:34][C:35]=2[CH3:36])=[CH:26][CH:25]=1)([CH3:23])[CH3:22].C1C=CC2N(O)N=NC=2C=1.CCN=C=NCCCN(C)C.Cl. (5) Given the product [C:52]1([C:55]2[CH:56]=[CH:57][CH:58]=[CH:59][CH:60]=2)[CH:51]=[CH:50][C:49]([CH2:48][C@@H:47]([NH:61][C:8]([C:6]2[O:5][C:4]([C:11]([OH:13])=[O:12])=[CH:3][C:2](=[O:1])[CH:7]=2)=[O:10])[CH2:46][C@H:45]([C:44]([OH:63])=[O:43])[CH3:62])=[CH:54][CH:53]=1, predict the reactants needed to synthesize it. The reactants are: [O:1]=[C:2]1[CH:7]=[C:6]([C:8]([OH:10])=O)[O:5][C:4]([C:11]([OH:13])=[O:12])=[CH:3]1.C1C=CC2N(O)N=NC=2C=1.CCN=C=NCCCN(C)C.Cl.C([O:43][C:44](=[O:63])[C@H:45]([CH3:62])[CH2:46][C@H:47]([NH2:61])[CH2:48][C:49]1[CH:54]=[CH:53][C:52]([C:55]2[CH:60]=[CH:59][CH:58]=[CH:57][CH:56]=2)=[CH:51][CH:50]=1)C1C=CC=CC=1.C(N(CC)CC)C.C(OC([C@H](C)C[C@H](NC(C1OC(C(O)=O)=CC(=O)C=1)=O)CC1C=CC(C2C=CC=CC=2)=CC=1)=O)C1C=CC=CC=1.B(Cl)(Cl)Cl.Cl.